From a dataset of Peptide-MHC class I binding affinity with 185,985 pairs from IEDB/IMGT. Regression. Given a peptide amino acid sequence and an MHC pseudo amino acid sequence, predict their binding affinity value. This is MHC class I binding data. The peptide sequence is IRFPKTFGY. The MHC is HLA-B57:01 with pseudo-sequence HLA-B57:01. The binding affinity (normalized) is 0.